The task is: Predict the product of the given reaction.. This data is from Forward reaction prediction with 1.9M reactions from USPTO patents (1976-2016). (1) Given the reactants COCC(O)C.[Br:7][C:8]1[CH:9]=[N:10][N:11]2[CH:16]=[CH:15][C:14]([N:17]3[CH2:22][CH2:21][N:20]([C:23]([O:25][C@@H:26]4[CH2:30][CH2:29][O:28][CH2:27]4)=[O:24])[CH2:19][CH2:18]3)=[N:13][C:12]=12, predict the reaction product. The product is: [Br:7][C:8]1[CH:9]=[N:10][N:11]2[CH:16]=[CH:15][C:14]([N:17]3[CH2:18][CH2:19][N:20]([C:23]([O:25][CH:26]([CH3:30])[CH2:27][O:28][CH3:29])=[O:24])[CH2:21][CH2:22]3)=[N:13][C:12]=12. (2) Given the reactants [Br:1][C:2]1[CH:3]=[C:4]([S:9]([N:12]2[CH2:16][CH2:15][CH2:14][CH2:13]2)(=[O:11])=[O:10])[CH:5]=[CH:6][C:7]=1F.[F:17][C:18]1[CH:23]=[C:22]([F:24])[CH:21]=[CH:20][C:19]=1[OH:25].C(=O)([O-])[O-].[Cs+].[Cs+].O, predict the reaction product. The product is: [Br:1][C:2]1[CH:3]=[C:4]([S:9]([N:12]2[CH2:16][CH2:15][CH2:14][CH2:13]2)(=[O:11])=[O:10])[CH:5]=[CH:6][C:7]=1[O:25][C:19]1[CH:20]=[CH:21][C:22]([F:24])=[CH:23][C:18]=1[F:17]. (3) Given the reactants C([O:5][C:6](=[O:20])[C:7]1[CH:12]=[CH:11][CH:10]=[C:9]([C:13]2[CH2:17][O:16][C:15](=[O:18])[C:14]=2Br)[CH:8]=1)(C)(C)C.[CH2:21]([O:28][C:29]1[CH:34]=[CH:33][C:32]([Cl:35])=[CH:31][C:30]=1B(O)O)[C:22]1[CH:27]=[CH:26][CH:25]=[CH:24][CH:23]=1.C1([As](C2C=CC=CC=2)C2C=CC=CC=2)C=CC=CC=1.C(OCC)(=O)C, predict the reaction product. The product is: [CH2:21]([O:28][C:29]1[CH:30]=[CH:31][C:32]([Cl:35])=[CH:33][C:34]=1[C:14]1[C:15](=[O:18])[O:16][CH2:17][C:13]=1[C:9]1[CH:8]=[C:7]([CH:12]=[CH:11][CH:10]=1)[C:6]([OH:5])=[O:20])[C:22]1[CH:23]=[CH:24][CH:25]=[CH:26][CH:27]=1. (4) Given the reactants C(=O)([O-])[O-].[Cs+].[Cs+].C1(P(C2C=CC=CC=2)C2C=CC3C(=CC=CC=3)C=2C2C3C(=CC=CC=3)C=CC=2P(C2C=CC=CC=2)C2C=CC=CC=2)C=CC=CC=1.[C:53]([O:57][C:58]([N:60]1[CH2:65][CH2:64][NH:63][CH2:62][CH2:61]1)=[O:59])([CH3:56])([CH3:55])[CH3:54].Br[C:67]1[CH:72]=[CH:71][C:70]([O:73][C:74]([F:77])([F:76])[F:75])=[CH:69][CH:68]=1, predict the reaction product. The product is: [C:53]([O:57][C:58]([N:60]1[CH2:65][CH2:64][N:63]([C:67]2[CH:68]=[CH:69][C:70]([O:73][C:74]([F:75])([F:76])[F:77])=[CH:71][CH:72]=2)[CH2:62][CH2:61]1)=[O:59])([CH3:56])([CH3:54])[CH3:55]. (5) Given the reactants [CH3:1][C:2]([C:10]1[CH:11]=[C:12]([OH:17])[C:13](Br)=[CH:14][CH:15]=1)([CH3:9])[CH2:3][CH2:4][CH2:5][CH2:6][CH2:7][CH3:8].[C:18]1(B(O)O)[CH:23]=[CH:22][CH:21]=[CH:20][CH:19]=1, predict the reaction product. The product is: [CH3:1][C:2]([C:10]1[CH:11]=[C:12]([OH:17])[C:13]([C:18]2[CH:23]=[CH:22][CH:21]=[CH:20][CH:19]=2)=[CH:14][CH:15]=1)([CH3:9])[CH2:3][CH2:4][CH2:5][CH2:6][CH2:7][CH3:8]. (6) The product is: [CH2:1]([N:3]([CH2:6][CH2:7][CH2:8][OH:9])[CH3:4])[CH3:2].[CH2:1]([N:3]([CH:7]([CH3:6])[CH2:8][OH:9])[CH3:4])[CH3:2]. Given the reactants [CH2:1]([NH:3][CH3:4])[CH3:2].Cl[CH2:6][CH2:7][CH2:8][OH:9].[I-].[Na+].O1CCOCC1, predict the reaction product.